This data is from Full USPTO retrosynthesis dataset with 1.9M reactions from patents (1976-2016). The task is: Predict the reactants needed to synthesize the given product. (1) Given the product [Cl:1][C:2]1[C:7]([Cl:8])=[CH:6][CH:5]=[CH:4][C:3]=1[N:9]1[CH2:14][CH2:13][N:12]([CH2:15][CH2:16][CH2:17][CH2:18][O:19][C:20]2[CH:29]=[C:28]3[C:23]([CH2:24][CH2:25][C:26](=[O:32])[N:27]3[CH2:30][O:31][CH3:39])=[CH:22][CH:21]=2)[CH2:11][CH2:10]1, predict the reactants needed to synthesize it. The reactants are: [Cl:1][C:2]1[C:7]([Cl:8])=[CH:6][CH:5]=[CH:4][C:3]=1[N:9]1[CH2:14][CH2:13][N:12]([CH2:15][CH2:16][CH2:17][CH2:18][O:19][C:20]2[CH:29]=[C:28]3[C:23]([CH2:24][CH2:25][C:26](=[O:32])[N:27]3[CH2:30][OH:31])=[CH:22][CH:21]=2)[CH2:11][CH2:10]1.S(Cl)(Cl)=O.CO.[C:39]([O-])(O)=O.[Na+]. (2) Given the product [CH3:22][C:12]1[CH:17]=[CH:16][C:15]([S:18]([O:24][C@H:25]([CH3:26])[C:9]([N:3]2[CH2:8][CH2:7][O:6][CH2:5][CH2:4]2)=[O:10])(=[O:20])=[O:19])=[CH:14][CH:13]=1, predict the reactants needed to synthesize it. The reactants are: [H-].[Na+].[N:3]1([C:9](N)=[O:10])[CH2:8][CH2:7][O:6][CH2:5][CH2:4]1.[C:12]1([CH3:22])[CH:17]=[CH:16][C:15]([S:18](Cl)(=[O:20])=[O:19])=[CH:14][CH:13]=1.Cl.[O:24]1CC[CH2:26][CH2:25]1. (3) Given the product [CH3:1][O:2][C:3]([C:5]1[C:6](=[O:17])[S:7][C:8]2[C:13]([C:14]=1[OH:15])=[CH:12][C:11]([C:22]1[CH:23]=[C:24]([C:26]([F:29])([F:27])[F:28])[CH:25]=[C:20]([C:19]([F:18])([F:34])[F:33])[CH:21]=1)=[CH:10][CH:9]=2)=[O:4], predict the reactants needed to synthesize it. The reactants are: [CH3:1][O:2][C:3]([C:5]1[C:6](=[O:17])[S:7][C:8]2[C:13]([C:14]=1[OH:15])=[CH:12][C:11](Br)=[CH:10][CH:9]=2)=[O:4].[F:18][C:19]([F:34])([F:33])[C:20]1[CH:21]=[C:22](B(O)O)[CH:23]=[C:24]([C:26]([F:29])([F:28])[F:27])[CH:25]=1. (4) The reactants are: [F:1][C:2]1[CH:10]=[C:9]([N:11]2[C:19]3[CH2:18][C:17]([CH3:21])([CH3:20])[CH2:16][C:15](=[O:22])[C:14]=3[C:13]([CH3:23])=[N:12]2)[CH:8]=[C:7]([NH:24][C@H:25]2[CH2:29][CH2:28][CH2:27][C@@H:26]2[OH:30])[C:3]=1[C:4]([NH2:6])=[O:5].C(Cl)CCl.[C:35]([NH:42][CH2:43][C:44](O)=[O:45])([O:37][C:38]([CH3:41])([CH3:40])[CH3:39])=[O:36].O. Given the product [C:38]([O:37][C:35]([NH:42][CH2:43][C:44]([O:30][C@H:26]1[CH2:27][CH2:28][CH2:29][C@@H:25]1[NH:24][C:7]1[CH:8]=[C:9]([N:11]2[C:19]3[CH2:18][C:17]([CH3:21])([CH3:20])[CH2:16][C:15](=[O:22])[C:14]=3[C:13]([CH3:23])=[N:12]2)[CH:10]=[C:2]([F:1])[C:3]=1[C:4](=[O:5])[NH2:6])=[O:45])=[O:36])([CH3:41])([CH3:40])[CH3:39], predict the reactants needed to synthesize it. (5) Given the product [C:30]([C:29]1[CH:32]=[CH:33][C:26]([CH:23]2[CH2:22][CH2:21][N:20]([C:18]([C:17]3[CH:34]=[CH:35][C:36]([CH3:37])=[C:15]([NH:14][C:2]4[CH:13]=[CH:12][C:5]([C:6]([NH:8][CH:9]([CH3:11])[CH3:10])=[O:7])=[CH:4][N:3]=4)[CH:16]=3)=[O:19])[CH2:25][CH2:24]2)=[CH:27][CH:28]=1)#[N:31].[CH3:13][C:2]#[N:3].[OH2:39], predict the reactants needed to synthesize it. The reactants are: Cl[C:2]1[CH:13]=[CH:12][C:5]([C:6]([NH:8][CH:9]([CH3:11])[CH3:10])=[O:7])=[CH:4][N:3]=1.[NH2:14][C:15]1[CH:16]=[C:17]([CH:34]=[CH:35][C:36]=1[CH3:37])[C:18]([N:20]1[CH2:25][CH2:24][CH:23]([C:26]2[CH:33]=[CH:32][C:29]([C:30]#[N:31])=[CH:28][CH:27]=2)[CH2:22][CH2:21]1)=[O:19].C([O-])([O-])=[O:39].[K+].[K+]. (6) Given the product [CH3:1][O:2][C:3]1[CH:4]=[C:5]2[C:10](=[CH:11][C:12]=1[O:13][CH3:14])[N:9]=[CH:8][CH:7]=[C:6]2[O:15][C:17]1[CH:22]=[CH:21][C:20]([N+:23]([O-:25])=[O:24])=[CH:19][N:18]=1, predict the reactants needed to synthesize it. The reactants are: [CH3:1][O:2][C:3]1[CH:4]=[C:5]2[C:10](=[CH:11][C:12]=1[O:13][CH3:14])[NH:9][CH:8]=[CH:7][C:6]2=[O:15].Cl[C:17]1[CH:22]=[CH:21][C:20]([N+:23]([O-:25])=[O:24])=[CH:19][N:18]=1.C(=O)([O-])[O-].[Cs+].[Cs+].